Task: Regression. Given two drug SMILES strings and cell line genomic features, predict the synergy score measuring deviation from expected non-interaction effect.. Dataset: NCI-60 drug combinations with 297,098 pairs across 59 cell lines (1) Drug 1: CC1=C(C=C(C=C1)C(=O)NC2=CC(=CC(=C2)C(F)(F)F)N3C=C(N=C3)C)NC4=NC=CC(=N4)C5=CN=CC=C5. Drug 2: CC1=C(C(=CC=C1)Cl)NC(=O)C2=CN=C(S2)NC3=CC(=NC(=N3)C)N4CCN(CC4)CCO. Cell line: NCIH23. Synergy scores: CSS=3.10, Synergy_ZIP=1.19, Synergy_Bliss=0.455, Synergy_Loewe=-5.03, Synergy_HSA=-1.77. (2) Drug 1: CC1=C(C=C(C=C1)NC(=O)C2=CC=C(C=C2)CN3CCN(CC3)C)NC4=NC=CC(=N4)C5=CN=CC=C5. Drug 2: C(=O)(N)NO. Cell line: NCI/ADR-RES. Synergy scores: CSS=-7.15, Synergy_ZIP=1.31, Synergy_Bliss=-3.48, Synergy_Loewe=-4.08, Synergy_HSA=-4.72. (3) Drug 1: CC(CN1CC(=O)NC(=O)C1)N2CC(=O)NC(=O)C2. Drug 2: CC1=C2C(C(=O)C3(C(CC4C(C3C(C(C2(C)C)(CC1OC(=O)C(C(C5=CC=CC=C5)NC(=O)C6=CC=CC=C6)O)O)OC(=O)C7=CC=CC=C7)(CO4)OC(=O)C)O)C)OC(=O)C. Cell line: MALME-3M. Synergy scores: CSS=29.7, Synergy_ZIP=-8.00, Synergy_Bliss=0.709, Synergy_Loewe=-11.2, Synergy_HSA=1.80. (4) Drug 1: CNC(=O)C1=CC=CC=C1SC2=CC3=C(C=C2)C(=NN3)C=CC4=CC=CC=N4. Drug 2: N.N.Cl[Pt+2]Cl. Cell line: HCT116. Synergy scores: CSS=-0.730, Synergy_ZIP=-1.59, Synergy_Bliss=-6.12, Synergy_Loewe=-15.4, Synergy_HSA=-8.47. (5) Drug 1: C1=CC=C(C(=C1)C(C2=CC=C(C=C2)Cl)C(Cl)Cl)Cl. Drug 2: CC1C(C(CC(O1)OC2CC(CC3=C2C(=C4C(=C3O)C(=O)C5=C(C4=O)C(=CC=C5)OC)O)(C(=O)CO)O)N)O.Cl. Cell line: PC-3. Synergy scores: CSS=55.8, Synergy_ZIP=-7.75, Synergy_Bliss=-5.71, Synergy_Loewe=-3.16, Synergy_HSA=-1.33. (6) Drug 1: CCN(CC)CCNC(=O)C1=C(NC(=C1C)C=C2C3=C(C=CC(=C3)F)NC2=O)C. Drug 2: CC(C)NC(=O)C1=CC=C(C=C1)CNNC.Cl. Cell line: MALME-3M. Synergy scores: CSS=-0.254, Synergy_ZIP=3.31, Synergy_Bliss=3.45, Synergy_Loewe=3.64, Synergy_HSA=-0.0261.